From a dataset of Reaction yield outcomes from USPTO patents with 853,638 reactions. Predict the reaction yield, written as a fraction of the theoretical maximum amount of product (1.0 means a 100% yield; for example, 0.34 means a 34% yield). (1) The reactants are [CH2:1]([S:8][C:9]1[C:10](F)=[C:11]([F:27])[C:12]([NH:19][C:20]2[CH:25]=[CH:24][CH:23]=[CH:22][C:21]=2[F:26])=[C:13]([CH:18]=1)[C:14]([O:16][CH3:17])=[O:15])[C:2]1[CH:7]=[CH:6][CH:5]=[CH:4][CH:3]=1.[N-:29]=[N+:30]=[N-:31].[Na+].O. The catalyst is CN(C=O)C. The product is [N:29]([C:10]1[C:9]([S:8][CH2:1][C:2]2[CH:7]=[CH:6][CH:5]=[CH:4][CH:3]=2)=[CH:18][C:13]([C:14]([O:16][CH3:17])=[O:15])=[C:12]([NH:19][C:20]2[CH:25]=[CH:24][CH:23]=[CH:22][C:21]=2[F:26])[C:11]=1[F:27])=[N+:30]=[N-:31]. The yield is 0.832. (2) The reactants are [Br:1][C:2]1[CH:6]=[N:5][N:4]([CH3:7])[C:3]=1[C:8]1[CH:9]=[C:10]([NH2:16])[CH:11]=[CH:12][C:13]=1[O:14][CH3:15].[F:17][C:18]([F:33])([F:32])[C:19]1[CH:20]=[C:21]([N:29]=[C:30]=[O:31])[CH:22]=[C:23]([C:25]([F:28])([F:27])[F:26])[CH:24]=1. The catalyst is C(Cl)Cl. The product is [F:17][C:18]([F:32])([F:33])[C:19]1[CH:20]=[C:21]([NH:29][C:30]([NH:16][C:10]2[CH:11]=[CH:12][C:13]([O:14][CH3:15])=[C:8]([C:3]3[N:4]([CH3:7])[N:5]=[CH:6][C:2]=3[Br:1])[CH:9]=2)=[O:31])[CH:22]=[C:23]([C:25]([F:28])([F:26])[F:27])[CH:24]=1. The yield is 0.430. (3) The reactants are N1C=CC=NN=1.[O:7]1[CH:11]=[CH:10][CH:9]=[C:8]1[CH2:12][NH:13][C:14]1[N:19]=[C:18]([NH:20][C:21]2[CH:26]=[CH:25][CH:24]=[C:23]([C:27]([F:30])([F:29])[F:28])[CH:22]=2)[N:17]=[C:16]([O:31][CH2:32][CH2:33][CH3:34])[N:15]=1. The product is [CH2:32]([O:31][C:16]1[N:15]=[C:14]([NH:13][CH2:12][C:8]2[O:7][CH:11]=[CH:10][CH:9]=2)[N:19]=[C:18]([NH:20][C:21]2[CH:26]=[CH:25][CH:24]=[C:23]([C:27]([F:30])([F:28])[F:29])[CH:22]=2)[N:17]=1)[CH:33]=[CH2:34]. No catalyst specified. The yield is 0.410. (4) The reactants are [F:1][C:2]1[CH:3]=[C:4]([NH:24][C:25](=[O:36])[CH2:26][C:27]([NH:29][C:30]2[CH:35]=[CH:34][CH:33]=[CH:32][CH:31]=2)=[O:28])[CH:5]=[CH:6][C:7]=1[O:8][C:9]1[CH:14]=[CH:13][N:12]=[C:11]2[CH:15]=[C:16](C3N(C)C=CN=3)[S:17][C:10]=12.FC1C=C(N)C=CC=1OC1C=CN=C2C=C([C:54]3[N:58]([CH3:59])[CH:57]=[N:56][CH:55]=3)SC=12. No catalyst specified. The product is [F:1][C:2]1[CH:3]=[C:4]([NH:24][C:25](=[O:36])[CH2:26][C:27]([NH:29][C:30]2[CH:31]=[CH:32][CH:33]=[CH:34][CH:35]=2)=[O:28])[CH:5]=[CH:6][C:7]=1[O:8][C:9]1[CH:14]=[CH:13][N:12]=[C:11]2[CH:15]=[C:16]([C:54]3[N:58]([CH3:59])[CH:57]=[N:56][CH:55]=3)[S:17][C:10]=12. The yield is 0.0500.